Predict the reaction yield, written as a fraction of the theoretical maximum amount of product (1.0 means a 100% yield; for example, 0.34 means a 34% yield). From a dataset of Reaction yield outcomes from USPTO patents with 853,638 reactions. (1) The reactants are [C:1]([O:5][C@@H:6]([C:11]1[C:40]([CH3:41])=[C:39]([CH3:42])[C:38]2=[N:43][C:35]3=[CH:36][N:37]2[C:12]=1[N:13]1[CH2:49][CH2:48][C:16]([CH3:50])([O:17][CH2:18][CH2:19][CH2:20][CH2:21][C@H:22]([CH3:47])[O:23][C:24]2[C:25]([F:46])=[CH:26][C:27]([F:45])=[CH:28][C:29]=2[C:30]2[CH:44]=[C:34]3[CH:33]=[CH:32][CH:31]=2)[CH2:15][CH2:14]1)[C:7]([O:9]C)=[O:8])([CH3:4])([CH3:3])[CH3:2].C(O[C@@H](C1C(C)=CC2=NC3=C(Cl)N2C=1N1CCC(C)(OCCCC[C@H](C)OC2C=CC(C)=CC=2C2C=C3C=CC=2)CC1)C(O)=O)(C)(C)C. No catalyst specified. The product is [C:1]([O:5][C@@H:6]([C:11]1[C:40]([CH3:41])=[C:39]([CH3:42])[C:38]2=[N:43][C:35]3=[CH:36][N:37]2[C:12]=1[N:13]1[CH2:14][CH2:15][C:16]([CH3:50])([O:17][CH2:18][CH2:19][CH2:20][CH2:21][C@H:22]([CH3:47])[O:23][C:24]2[C:25]([F:46])=[CH:26][C:27]([F:45])=[CH:28][C:29]=2[C:30]2[CH:44]=[C:34]3[CH:33]=[CH:32][CH:31]=2)[CH2:48][CH2:49]1)[C:7]([OH:9])=[O:8])([CH3:4])([CH3:2])[CH3:3]. The yield is 0.172. (2) The reactants are I[C:2]1[C:10]2[C:5](=[N:6][CH:7]=[N:8][C:9]=2[NH2:11])[NH:4][N:3]=1.[Cl:12][C:13]1[CH:18]=[CH:17][C:16](B(O)O)=[CH:15][C:14]=1[O:22][CH3:23].C(=O)([O-])[O-].[Na+].[Na+].ClCCl. The catalyst is CN(C=O)C.C(O)C.O. The product is [Cl:12][C:13]1[CH:18]=[CH:17][C:16]([C:2]2[C:10]3[C:5](=[N:6][CH:7]=[N:8][C:9]=3[NH2:11])[NH:4][N:3]=2)=[CH:15][C:14]=1[O:22][CH3:23]. The yield is 0.100. (3) The reactants are FC(F)(F)C(O)=O.[C:8]([N:15]1[CH2:20][CH2:19][CH2:18][CH:17]([CH2:21][N:22]([C:27]2[CH:32]=[CH:31][CH:30]=[CH:29][CH:28]=2)[C:23](=[O:26])[CH2:24][CH3:25])[CH2:16]1)(OC(C)(C)C)=O.[S:33]1[CH:37]=[CH:36][CH:35]=[C:34]1C=O.[BH-](OC(C)=O)(OC(C)=O)OC(C)=O.[Na+]. The catalyst is C(Cl)Cl. The product is [S:33]1[CH:37]=[CH:36][CH:35]=[C:34]1[CH2:8][N:15]1[CH2:20][CH2:19][CH2:18][CH:17]([CH2:21][N:22]([C:27]2[CH:28]=[CH:29][CH:30]=[CH:31][CH:32]=2)[C:23](=[O:26])[CH2:24][CH3:25])[CH2:16]1. The yield is 0.820. (4) The reactants are O[C:2]1[C:3]2[N:4]([CH:10]=[C:11]([N+:13]([O-:15])=[O:14])[CH:12]=2)[N:5]=[CH:6][C:7]=1[C:8]#[N:9].C(N(CC)C1C=CC=CC=1)C.O=P(Cl)(Cl)[Cl:29]. The catalyst is C(#N)C.[Cl-].C([N+](CC)(CC)CC)C1C=CC=CC=1.C(Cl)(Cl)Cl. The product is [Cl:29][C:2]1[C:3]2[N:4]([CH:10]=[C:11]([N+:13]([O-:15])=[O:14])[CH:12]=2)[N:5]=[CH:6][C:7]=1[C:8]#[N:9]. The yield is 0.200. (5) The reactants are [F:1][C:2]1[CH:7]=[C:6]([N+:8]([O-])=O)[CH:5]=[CH:4][C:3]=1[C:11]([CH3:16])([CH2:14][OH:15])[CH2:12][OH:13]. The catalyst is C(O)C.[Pd]. The product is [NH2:8][C:6]1[CH:5]=[CH:4][C:3]([C:11]([CH3:16])([CH2:12][OH:13])[CH2:14][OH:15])=[C:2]([F:1])[CH:7]=1. The yield is 0.760. (6) The catalyst is CN(C=O)C. The product is [CH3:9][O:10][C:11]1[CH:12]=[C:13]2[C:17](=[CH:18][CH:19]=1)[NH:16][C:15](=[O:20])[C@:14]12[CH2:4][C@H:21]1[C:22]1[CH:30]=[C:29]2[C:25]([C:26]([C:39]3[CH:40]=[N:41][C:42]([N:45]4[CH2:46][CH2:47][O:48][CH2:49][CH2:50]4)=[CH:43][CH:44]=3)=[N:27][N:28]2[CH2:31][O:32][CH2:33][CH2:34][Si:35]([CH3:38])([CH3:36])[CH3:37])=[CH:24][CH:23]=1. The reactants are [H-].[Na+].[I-].[CH3:4][S+](C)(C)=O.[CH3:9][O:10][C:11]1[CH:12]=[C:13]2[C:17](=[CH:18][CH:19]=1)[NH:16][C:15](=[O:20])/[C:14]/2=[CH:21]/[C:22]1[CH:30]=[C:29]2[C:25]([C:26]([C:39]3[CH:40]=[N:41][C:42]([N:45]4[CH2:50][CH2:49][O:48][CH2:47][CH2:46]4)=[CH:43][CH:44]=3)=[N:27][N:28]2[CH2:31][O:32][CH2:33][CH2:34][Si:35]([CH3:38])([CH3:37])[CH3:36])=[CH:24][CH:23]=1. The yield is 0.440. (7) The reactants are [C:1]([C:3]1[CH:4]=[C:5]([NH:14][CH2:15][C:16]2[C:21]([CH3:22])=[CH:20][CH:19]=[CH:18][C:17]=2[CH3:23])[C:6]2[N:10]=[C:9]([CH3:11])[N:8]([CH3:12])[C:7]=2[CH:13]=1)#[N:2].P12(SP3(SP(SP(S3)(S1)=S)(=S)S2)=S)=S.[CH2:38](N)[CH2:39][NH2:40]. No catalyst specified. The product is [NH:2]1[CH2:38][CH2:39][N:40]=[C:1]1[C:3]1[CH:4]=[C:5]([NH:14][CH2:15][C:16]2[C:21]([CH3:22])=[CH:20][CH:19]=[CH:18][C:17]=2[CH3:23])[C:6]2[N:10]=[C:9]([CH3:11])[N:8]([CH3:12])[C:7]=2[CH:13]=1. The yield is 0.900. (8) The reactants are [F:1][C:2]([F:13])([F:12])[C:3]1[N:4]=[C:5]2[CH:10]=[N:9][CH:8]=[CH:7][N:6]2[CH:11]=1.C[OH:15]. The yield is 0.0100. The product is [OH-:15].[NH4+:4].[F:12][C:2]([F:1])([F:13])[C:3]1[N:4]=[C:5]2[CH2:10][NH:9][CH2:8][CH2:7][N:6]2[CH:11]=1. The catalyst is [Pd]. (9) The reactants are [F:1][C:2]1[CH:11]=[C:10]2[C:5]([CH:6]=[CH:7][CH:8]=[N:9]2)=[CH:4][C:3]=1[CH2:12][C:13]([OH:15])=[O:14].OS(O)(=O)=O.[CH3:21]O. The catalyst is C(OCC)(=O)C. The product is [CH3:21][O:14][C:13](=[O:15])[CH2:12][C:3]1[CH:4]=[C:5]2[C:10](=[CH:11][C:2]=1[F:1])[N:9]=[CH:8][CH:7]=[CH:6]2. The yield is 0.980. (10) The reactants are B(Br)(Br)Br.[Cl:5][C:6]1[CH:11]=[CH:10][C:9]([CH2:12][C:13]#[N:14])=[CH:8][C:7]=1[O:15]C. The catalyst is C(Cl)Cl. The product is [Cl:5][C:6]1[CH:11]=[CH:10][C:9]([CH2:12][C:13]#[N:14])=[CH:8][C:7]=1[OH:15]. The yield is 0.850.